From a dataset of Forward reaction prediction with 1.9M reactions from USPTO patents (1976-2016). Predict the product of the given reaction. (1) Given the reactants [C:1]([O:4][C:5]1[CH:6]=[C:7]2C(=[CH:13][CH:14]=1)NC(=O)[NH:9][C:8]2=[O:16])(=[O:3])[CH3:2].I[CH2:18][CH3:19].[C:20](=O)([O-])[O-].[K+].[K+].[CH3:26][N:27]([CH:29]=[O:30])[CH3:28], predict the reaction product. The product is: [C:1]([O:4][C:5]1[CH:6]=[C:7]2[C:26](=[CH:13][CH:14]=1)[N:27]([CH2:28][CH3:20])[C:29](=[O:30])[N:9]([CH2:18][CH3:19])[C:8]2=[O:16])(=[O:3])[CH3:2]. (2) Given the reactants [NH2:1][C:2]1[CH:3]=[N:4][CH:5]=[CH:6][CH:7]=1.Cl[C:9]([O:11][C:12]1[CH:17]=[CH:16][CH:15]=[CH:14][CH:13]=1)=[O:10], predict the reaction product. The product is: [N:4]1[CH:5]=[CH:6][CH:7]=[C:2]([NH:1][C:9](=[O:10])[O:11][C:12]2[CH:17]=[CH:16][CH:15]=[CH:14][CH:13]=2)[CH:3]=1. (3) Given the reactants [NH2:1][C:2]1[N:7]=[C:6]([C:8]2[O:9][CH:10]=[CH:11][CH:12]=2)[C:5]([C:13]#[N:14])=[C:4](OS(C(F)(F)F)(=O)=O)[CH:3]=1.Cl.[NH2:24][CH2:25][C:26]1[C:31]([Cl:32])=[CH:30][C:29]([C:33]([F:36])([F:35])[F:34])=[CH:28][N:27]=1.C1CCN2C(=NCCC2)CC1, predict the reaction product. The product is: [NH2:1][C:2]1[CH:3]=[C:4]([NH:24][CH2:25][C:26]2[C:31]([Cl:32])=[CH:30][C:29]([C:33]([F:36])([F:35])[F:34])=[CH:28][N:27]=2)[C:5]([C:13]#[N:14])=[C:6]([C:8]2[O:9][CH:10]=[CH:11][CH:12]=2)[N:7]=1. (4) Given the reactants [O:1]=[C:2]1[CH2:10][C:9]2[C:4](=[CH:5][CH:6]=[C:7]([C:11]([C:13]3[CH:18]=[CH:17][C:16]([NH:19][C:20](=[O:22])[CH3:21])=[CH:15][CH:14]=3)=[O:12])[CH:8]=2)[NH:3]1.[CH:23](OCC)=[O:24].[O-]CC.[Na+].Cl, predict the reaction product. The product is: [OH:24][CH:23]=[C:10]1[C:9]2[C:4](=[CH:5][CH:6]=[C:7]([C:11]([C:13]3[CH:18]=[CH:17][C:16]([NH:19][C:20](=[O:22])[CH3:21])=[CH:15][CH:14]=3)=[O:12])[CH:8]=2)[NH:3][C:2]1=[O:1]. (5) Given the reactants [OH-].[Li+].[CH:3]([N:6]1[C:10]2[CH:11]=[CH:12][CH:13]=[CH:14][C:9]=2[N:8]=[C:7]1[NH:15][C:16]1[CH:25]=[CH:24][C:19]([C:20]([O:22]C)=[O:21])=[CH:18][CH:17]=1)([CH3:5])[CH3:4], predict the reaction product. The product is: [CH:3]([N:6]1[C:10]2[CH:11]=[CH:12][CH:13]=[CH:14][C:9]=2[N:8]=[C:7]1[NH:15][C:16]1[CH:17]=[CH:18][C:19]([C:20]([OH:22])=[O:21])=[CH:24][CH:25]=1)([CH3:5])[CH3:4]. (6) Given the reactants [Cl:1][C:2]1[N:3]=[C:4]2[C:9](=[CH:10][CH:11]=1)[N:8]=[CH:7][C:6]([C:12](=[O:14])[CH3:13])=[C:5]2[NH:15][C@H:16]1[CH2:21][CH2:20][C@H:19]([CH2:22][N:23]([CH3:25])[CH3:24])[CH2:18][CH2:17]1.CC1(C)C(C)(C)OB([C:34]2[CH:35]=[CH:36][C:37]([C:40]#[N:41])=[N:38][CH:39]=2)O1.C1(N)C(F)=C(F)C(F)=C(N)C=1F.[ClH:55].Cl, predict the reaction product. The product is: [ClH:1].[ClH:55].[C:12]([C:6]1[C:5]([NH:15][C@H:16]2[CH2:21][CH2:20][C@H:19]([CH2:22][N:23]([CH3:25])[CH3:24])[CH2:18][CH2:17]2)=[C:4]2[C:9]([CH:10]=[CH:11][C:2]([C:34]3[CH:35]=[CH:36][C:37]([C:40]#[N:41])=[N:38][CH:39]=3)=[N:3]2)=[N:8][CH:7]=1)(=[O:14])[CH3:13]. (7) Given the reactants C([C:3]([N:13]1[CH2:18][CH2:17][N:16]([CH3:19])[CH2:15][CH2:14]1)([C:7]1[CH:12]=[CH:11][CH:10]=[CH:9][N:8]=1)[C:4]([O-:6])=[O:5])C.[OH-].[K+:21], predict the reaction product. The product is: [CH3:19][N:16]1[CH2:15][CH2:14][N:13]([CH:3]([C:7]2[CH:12]=[CH:11][CH:10]=[CH:9][N:8]=2)[C:4]([O-:6])=[O:5])[CH2:18][CH2:17]1.[K+:21]. (8) Given the reactants [CH3:1][NH:2][C:3]1[C:8]([NH2:9])=[CH:7][C:6]([C:10]([F:13])([F:12])[F:11])=[CH:5][C:4]=1[NH2:14].[CH2:15]([S:17][C:18]1[CH:26]=[CH:25][CH:24]=[CH:23][C:19]=1[C:20](O)=O)[CH3:16].N1C=CC=CC=1.Cl.C(N=C=NCCCN(C)C)C, predict the reaction product. The product is: [CH2:15]([S:17][C:18]1[CH:26]=[CH:25][CH:24]=[CH:23][C:19]=1[C:20]1[N:2]([CH3:1])[C:3]2[C:8]([NH2:9])=[CH:7][C:6]([C:10]([F:11])([F:12])[F:13])=[CH:5][C:4]=2[N:14]=1)[CH3:16]. (9) The product is: [C:1]([N:4]1[CH2:9][CH2:8][C:7](=[N:20][NH:19][C:11](=[O:18])[C:12]2[CH:17]=[CH:16][CH:15]=[CH:14][CH:13]=2)[CH2:6][CH2:5]1)(=[O:3])[CH3:2]. Given the reactants [C:1]([N:4]1[CH2:9][CH2:8][C:7](=O)[CH2:6][CH2:5]1)(=[O:3])[CH3:2].[C:11]([NH:19][NH2:20])(=[O:18])[C:12]1[CH:17]=[CH:16][CH:15]=[CH:14][CH:13]=1.C(OCC)C, predict the reaction product.